This data is from NCI-60 drug combinations with 297,098 pairs across 59 cell lines. The task is: Regression. Given two drug SMILES strings and cell line genomic features, predict the synergy score measuring deviation from expected non-interaction effect. (1) Drug 1: C1CNP(=O)(OC1)N(CCCl)CCCl. Drug 2: CC1CCC2CC(C(=CC=CC=CC(CC(C(=O)C(C(C(=CC(C(=O)CC(OC(=O)C3CCCCN3C(=O)C(=O)C1(O2)O)C(C)CC4CCC(C(C4)OC)OP(=O)(C)C)C)C)O)OC)C)C)C)OC. Cell line: SK-OV-3. Synergy scores: CSS=24.2, Synergy_ZIP=8.33, Synergy_Bliss=10.5, Synergy_Loewe=-5.08, Synergy_HSA=6.16. (2) Drug 1: CS(=O)(=O)CCNCC1=CC=C(O1)C2=CC3=C(C=C2)N=CN=C3NC4=CC(=C(C=C4)OCC5=CC(=CC=C5)F)Cl. Drug 2: CNC(=O)C1=NC=CC(=C1)OC2=CC=C(C=C2)NC(=O)NC3=CC(=C(C=C3)Cl)C(F)(F)F. Cell line: UACC-257. Synergy scores: CSS=4.66, Synergy_ZIP=-0.885, Synergy_Bliss=0.956, Synergy_Loewe=-2.44, Synergy_HSA=0.00756. (3) Drug 1: CN1C2=C(C=C(C=C2)N(CCCl)CCCl)N=C1CCCC(=O)O.Cl. Drug 2: CC1CCC2CC(C(=CC=CC=CC(CC(C(=O)C(C(C(=CC(C(=O)CC(OC(=O)C3CCCCN3C(=O)C(=O)C1(O2)O)C(C)CC4CCC(C(C4)OC)O)C)C)O)OC)C)C)C)OC. Cell line: LOX IMVI. Synergy scores: CSS=-3.53, Synergy_ZIP=0.292, Synergy_Bliss=-3.11, Synergy_Loewe=-2.08, Synergy_HSA=-3.71. (4) Drug 1: CC1OCC2C(O1)C(C(C(O2)OC3C4COC(=O)C4C(C5=CC6=C(C=C35)OCO6)C7=CC(=C(C(=C7)OC)O)OC)O)O. Drug 2: CC(C1=C(C=CC(=C1Cl)F)Cl)OC2=C(N=CC(=C2)C3=CN(N=C3)C4CCNCC4)N. Cell line: NCI/ADR-RES. Synergy scores: CSS=-0.599, Synergy_ZIP=1.17, Synergy_Bliss=1.89, Synergy_Loewe=1.59, Synergy_HSA=0.430.